Dataset: Forward reaction prediction with 1.9M reactions from USPTO patents (1976-2016). Task: Predict the product of the given reaction. (1) Given the reactants [Br:1][C:2]1[CH:8]=[CH:7][C:5]([NH2:6])=[C:4]([CH3:9])[CH:3]=1.[N:10]([O-])=O.[Na+].[Sn](Cl)Cl.[OH-].[Na+], predict the reaction product. The product is: [Br:1][C:2]1[CH:8]=[CH:7][C:5]([NH:6][NH2:10])=[C:4]([CH3:9])[CH:3]=1. (2) The product is: [Cl:1][C:2]1[CH:22]=[CH:21][CH:20]=[CH:19][C:3]=1[O:4][CH2:5][C@H:6]1[CH2:10][C@H:9]([F:11])[CH2:8][NH:7]1. Given the reactants [Cl:1][C:2]1[CH:22]=[CH:21][CH:20]=[CH:19][C:3]=1[O:4][CH2:5][C@H:6]1[CH2:10][C@H:9]([F:11])[CH2:8][N:7]1C(OC(C)(C)C)=O.Cl.C(=O)([O-])O.[Na+], predict the reaction product. (3) Given the reactants [Cl:1][C:2]1[CH:7]=[CH:6][C:5]([N+:8]([O-])=O)=[CH:4][C:3]=1[C:11]1[CH:16]=[CH:15][CH:14]=[CH:13][N:12]=1.Cl[Sn]Cl.Cl, predict the reaction product. The product is: [Cl:1][C:2]1[CH:7]=[CH:6][C:5]([NH2:8])=[CH:4][C:3]=1[C:11]1[CH:16]=[CH:15][CH:14]=[CH:13][N:12]=1. (4) Given the reactants [F:1][CH:2]([F:29])[CH2:3][O:4][C:5]1[CH:10]=[CH:9][CH:8]=[CH:7][C:6]=1[C:11](=[O:28])[CH2:12][CH2:13][C:14]1[N:15]=[C:16]([C:19]2[CH:24]=[CH:23][C:22]([O:25][CH3:26])=[C:21]([OH:27])[CH:20]=2)[O:17][CH:18]=1.Br[CH2:31][CH2:32][CH:33]=[CH2:34], predict the reaction product. The product is: [CH2:34]([O:27][C:21]1[CH:20]=[C:19]([C:16]2[O:17][CH:18]=[C:14]([CH2:13][CH2:12][C:11]([C:6]3[CH:7]=[CH:8][CH:9]=[CH:10][C:5]=3[O:4][CH2:3][CH:2]([F:1])[F:29])=[O:28])[N:15]=2)[CH:24]=[CH:23][C:22]=1[O:25][CH3:26])[CH2:33][CH:32]=[CH2:31]. (5) The product is: [CH3:13][N:12]([CH3:14])[C:11]1[C:2]([B:24]([OH:29])[OH:25])=[CH:3][C:4]2[C:5]([CH3:18])([CH3:17])[CH2:6][CH2:7][C:8]([CH3:16])([CH3:15])[C:9]=2[CH:10]=1. Given the reactants Br[C:2]1[C:11]([N:12]([CH3:14])[CH3:13])=[CH:10][C:9]2[C:8]([CH3:16])([CH3:15])[CH2:7][CH2:6][C:5]([CH3:18])([CH3:17])[C:4]=2[CH:3]=1.C([Li])CCC.[B:24](OC(C)C)([O:29]C(C)C)[O:25]C(C)C.Cl, predict the reaction product.